From a dataset of NCI-60 drug combinations with 297,098 pairs across 59 cell lines. Regression. Given two drug SMILES strings and cell line genomic features, predict the synergy score measuring deviation from expected non-interaction effect. Drug 1: CC12CCC(CC1=CCC3C2CCC4(C3CC=C4C5=CN=CC=C5)C)O. Drug 2: CN(CC1=CN=C2C(=N1)C(=NC(=N2)N)N)C3=CC=C(C=C3)C(=O)NC(CCC(=O)O)C(=O)O. Cell line: SF-539. Synergy scores: CSS=28.6, Synergy_ZIP=-2.36, Synergy_Bliss=-1.64, Synergy_Loewe=-10.3, Synergy_HSA=0.0306.